From a dataset of Reaction yield outcomes from USPTO patents with 853,638 reactions. Predict the reaction yield, written as a fraction of the theoretical maximum amount of product (1.0 means a 100% yield; for example, 0.34 means a 34% yield). (1) The reactants are [F:1][C:2]1([F:17])[O:6][C:5]2[CH:7]=[CH:8][C:9]([C:11]3([C:14]([OH:16])=O)[CH2:13][CH2:12]3)=[CH:10][C:4]=2[O:3]1.F[P-](F)(F)(F)(F)F.CN(C(N(C)C)=[N+]1C2C(=NC=CC=2)[N+]([O-])=N1)C.[NH2:42][C@H:43]1[CH2:48][C:47]([CH3:50])([CH3:49])[O:46][C@@H:45]([C:51]2[CH:60]=[CH:59][C:54]([C:55]([O:57][CH3:58])=[O:56])=[CH:53][CH:52]=2)[CH2:44]1.C(N(C(C)C)C(C)C)C. The catalyst is CN(C)C=O.O. The product is [F:17][C:2]1([F:1])[O:6][C:5]2[CH:7]=[CH:8][C:9]([C:11]3([C:14]([NH:42][C@H:43]4[CH2:48][C:47]([CH3:50])([CH3:49])[O:46][C@@H:45]([C:51]5[CH:60]=[CH:59][C:54]([C:55]([O:57][CH3:58])=[O:56])=[CH:53][CH:52]=5)[CH2:44]4)=[O:16])[CH2:12][CH2:13]3)=[CH:10][C:4]=2[O:3]1. The yield is 0.920. (2) The reactants are [O-]P([O-])([O-])=O.[K+].[K+].[K+].[NH:9]1[CH2:13][CH2:12][CH2:11][CH2:10]1.I[C:15]1[CH:20]=[CH:19][CH:18]=[CH:17][CH:16]=1.C(O)CO. The catalyst is [Cu]I.CCCCCC.C(OCC)(=O)C.CC(O)C. The product is [C:15]1([N:9]2[CH2:13][CH2:12][CH2:11][CH2:10]2)[CH:20]=[CH:19][CH:18]=[CH:17][CH:16]=1. The yield is 0.900. (3) The reactants are [CH3:1][N:2]([CH3:36])[CH2:3][CH2:4][N:5](C)[C:6]([C:8]1[CH:13]=[CH:12][C:11]([C:14]2[CH:19]=[C:18]([Cl:20])[C:17]([CH2:21][CH:22]3[CH2:26][CH2:25][N:24]([CH:27]4[CH2:32][CH2:31][CH2:30][CH2:29][CH2:28]4)[C:23]3=[O:33])=[C:16]([Cl:34])[CH:15]=2)=[CH:10][CH:9]=1)=[O:7].ClC1C=C(C=CC=1)C(OO)=[O:42]. The catalyst is ClCCl. The product is [CH3:1][N:2]([CH3:36])[CH2:3][CH2:4][NH+:5]([O-:42])[C:6]([C:8]1[CH:13]=[CH:12][C:11]([C:14]2[CH:19]=[C:18]([Cl:20])[C:17]([CH2:21][CH:22]3[CH2:26][CH2:25][N:24]([CH:27]4[CH2:32][CH2:31][CH2:30][CH2:29][CH2:28]4)[C:23]3=[O:33])=[C:16]([Cl:34])[CH:15]=2)=[CH:10][CH:9]=1)=[O:7]. The yield is 0.870. (4) The reactants are [CH3:1][C:2]1[N:7]([C:8]2[CH:13]=[CH:12][CH:11]=[C:10]([C:14]([F:17])([F:16])[F:15])[CH:9]=2)[C:6](=[O:18])[C:5](=O)[NH:4][CH:3]=1.P(Br)(Br)([Br:22])=O.C([O-])(O)=O.[Na+]. The catalyst is C(#N)C. The product is [Br:22][C:5]1[C:6](=[O:18])[N:7]([C:8]2[CH:13]=[CH:12][CH:11]=[C:10]([C:14]([F:17])([F:16])[F:15])[CH:9]=2)[C:2]([CH3:1])=[CH:3][N:4]=1. The yield is 0.842. (5) The reactants are [Cl:1][C:2]1[CH:7]=[CH:6][C:5](I)=[C:4]([O:9][CH3:10])[CH:3]=1.C(N(CC)CC)C.[CH:18]([O:20]CCCC)=[CH2:19]. The catalyst is CN(C=O)C.C1C=CC(P(C2C=CC=CC=2)[C-]2C=CC=C2)=CC=1.C1C=CC(P(C2C=CC=CC=2)[C-]2C=CC=C2)=CC=1.[Fe+2].CC([O-])=O.CC([O-])=O.[Pd+2]. The product is [Cl:1][C:2]1[CH:7]=[CH:6][C:5]([C:18](=[O:20])[CH3:19])=[C:4]([O:9][CH3:10])[CH:3]=1. The yield is 0.650. (6) The reactants are [CH3:1][C:2]1[NH:7][C:6](=[O:8])[C:5]([C:9]#[N:10])=[C:4]([C:11]2[CH:16]=[CH:15][N:14]=[CH:13][CH:12]=2)[CH:3]=1.[BH4-].[Na+].II.Cl. The catalyst is C1COCC1. The product is [NH2:10][CH2:9][C:5]1[C:6](=[O:8])[NH:7][C:2]([CH3:1])=[CH:3][C:4]=1[C:11]1[CH:12]=[CH:13][N:14]=[CH:15][CH:16]=1. The yield is 0.310.